Dataset: Forward reaction prediction with 1.9M reactions from USPTO patents (1976-2016). Task: Predict the product of the given reaction. (1) Given the reactants [CH3:1][S:2]([NH:5][C:6]1[CH:21]=[CH:20][C:9]2[NH:10][C:11]([CH2:16][C:17](O)=[O:18])=[N:12][S:13](=[O:15])(=[O:14])[C:8]=2[CH:7]=1)(=[O:4])=[O:3].Cl.CN(C)CCCN=C=NCC.CN1CCOCC1.C(O[C:44]([C@H:46]1[C@@H:51]([NH:52][CH2:53][C:54]2[CH:59]=[CH:58][CH:57]=[CH:56][CH:55]=2)[C@H:50]2[CH2:60][C@@H:47]1[CH2:48][CH2:49]2)=[O:45])C.[O-]CC.[Na+].C(O)C, predict the reaction product. The product is: [CH2:53]([N:52]1[C:17](=[O:18])[C:16]([C:11]2[NH:10][C:9]3[CH:20]=[CH:21][C:6]([NH:5][S:2]([CH3:1])(=[O:4])=[O:3])=[CH:7][C:8]=3[S:13](=[O:15])(=[O:14])[N:12]=2)=[C:44]([OH:45])[C@H:46]2[C@@H:51]1[C@H:50]1[CH2:60][C@@H:47]2[CH2:48][CH2:49]1)[C:54]1[CH:55]=[CH:56][CH:57]=[CH:58][CH:59]=1. (2) Given the reactants [Si]([O:8][CH2:9][C:10]1([CH3:30])[S:16][CH2:15][CH2:14][N:13]2[C:17]([C:20]3([C:23]4[CH:28]=[CH:27][C:26](Cl)=[CH:25][CH:24]=4)[CH2:22][CH2:21]3)=[N:18][N:19]=[C:12]2[CH2:11]1)(C(C)(C)C)(C)C.[CH3:31][N:32]([CH3:44])[C:33]([C:35]1[CH:36]=[C:37](B(O)O)[CH:38]=[CH:39][CH:40]=1)=[O:34].C1(P(C2CCCCC2)C2CCCCC2)CCCCC1.P([O-])([O-])([O-])=O.[K+].[K+].[K+].Cl, predict the reaction product. The product is: [OH:8][CH2:9][C:10]1([CH3:30])[S:16][CH2:15][CH2:14][N:13]2[C:17]([C:20]3([C:23]4[CH:28]=[CH:27][C:26]([C:37]5[CH:38]=[CH:39][CH:40]=[C:35]([C:33]([N:32]([CH3:44])[CH3:31])=[O:34])[CH:36]=5)=[CH:25][CH:24]=4)[CH2:21][CH2:22]3)=[N:18][N:19]=[C:12]2[CH2:11]1. (3) Given the reactants Cl.[NH2:2][C:3]1[C:4]2[C:14]([O:15][CH2:16][C@H:17]3[CH2:22][CH2:21][CH2:20][NH:19][CH2:18]3)=[CH:13][CH:12]=[CH:11][C:5]=2[NH:6][S:7](=[O:10])(=[O:9])[N:8]=1.C(N(CC)CC)C.[CH:30]1([CH2:33][C:34](O)=[O:35])[CH2:32][CH2:31]1.C1C=CC2N(O)N=NC=2C=1.CCN=C=NCCCN(C)C.Cl, predict the reaction product. The product is: [NH2:2][C:3]1[C:4]2[C:14]([O:15][CH2:16][C@H:17]3[CH2:22][CH2:21][CH2:20][N:19]([C:34](=[O:35])[CH2:33][CH:30]4[CH2:32][CH2:31]4)[CH2:18]3)=[CH:13][CH:12]=[CH:11][C:5]=2[NH:6][S:7](=[O:9])(=[O:10])[N:8]=1. (4) Given the reactants [Br:1][C:2]1[C:7]([F:8])=[CH:6][CH:5]=[C:4]([NH2:9])[C:3]=1[NH:10][C:11]1[CH:16]=[CH:15][CH:14]=[CH:13][CH:12]=1.C(OC([NH:24][C@@H:25]([CH3:29])[C:26](O)=O)=O)(C)(C)C.C1C=NC2N(O)N=NC=2C=1.CN1CCOCC1.Cl.CN(C)CCCN=C=NCC, predict the reaction product. The product is: [Br:1][C:2]1[C:3]2[N:10]([C:11]3[CH:16]=[CH:15][CH:14]=[CH:13][CH:12]=3)[C:26]([C@@H:25]([NH2:24])[CH3:29])=[N:9][C:4]=2[CH:5]=[CH:6][C:7]=1[F:8]. (5) Given the reactants [Br:1][C:2]1[CH:7]=[CH:6][C:5]([NH:8][C:9](=[O:28])[C:10]2[CH:15]=[C:14]([N+:16]([O-])=O)[C:13]([NH:19][CH:20]3[CH2:22][CH2:21]3)=[CH:12][C:11]=2[O:23][CH2:24][CH:25]([F:27])[F:26])=[CH:4][CH:3]=1.FC1C=C(F)C([N+]([O-])=O)=CC=1C(O)=O.C1(N)CC1.BrC1C=CC(N)=CC=1.FC(F)CO, predict the reaction product. The product is: [Br:1][C:2]1[CH:3]=[CH:4][C:5]([NH:8][C:9](=[O:28])[C:10]2[CH:15]=[C:14]([NH2:16])[C:13]([NH:19][CH:20]3[CH2:21][CH2:22]3)=[CH:12][C:11]=2[O:23][CH2:24][CH:25]([F:27])[F:26])=[CH:6][CH:7]=1. (6) Given the reactants [Cl:1][C:2]1[CH:34]=[CH:33][C:5]([O:6][C:7]2[CH:12]=[CH:11][C:10]([N:13]3[C@@H:17]([C:18]4[CH:23]=[CH:22][CH:21]=[C:20]([C:24]([F:27])([F:26])[F:25])[CH:19]=4)[CH2:16][C@H:15]([CH2:28][CH2:29][CH2:30][OH:31])[C:14]3=[O:32])=[CH:9][CH:8]=2)=[CH:4][CH:3]=1.[CH3:35][S:36](Cl)(=[O:38])=[O:37], predict the reaction product. The product is: [CH3:35][S:36]([O:31][CH2:30][CH2:29][CH2:28][C@H:15]1[CH2:16][C@H:17]([C:18]2[CH:23]=[CH:22][CH:21]=[C:20]([C:24]([F:26])([F:27])[F:25])[CH:19]=2)[N:13]([C:10]2[CH:9]=[CH:8][C:7]([O:6][C:5]3[CH:4]=[CH:3][C:2]([Cl:1])=[CH:34][CH:33]=3)=[CH:12][CH:11]=2)[C:14]1=[O:32])(=[O:38])=[O:37]. (7) Given the reactants [F:1][C:2]1[CH:34]=[C:33]([F:35])[CH:32]=[CH:31][C:3]=1[O:4][C:5]1[CH:6]=[CH:7][C:8]2[N:9]([CH:11]=[CH:12][C:13](=[O:30])[C:14]=2[C:15]2[CH:20]=[C:19]([C:21]([N:23]3[CH2:27][CH2:26][CH2:25][CH2:24]3)=[O:22])[CH:18]=[CH:17][C:16]=2[CH:28]=[CH2:29])[N:10]=1, predict the reaction product. The product is: [F:1][C:2]1[CH:34]=[C:33]([F:35])[CH:32]=[CH:31][C:3]=1[O:4][C:5]1[CH:6]=[CH:7][C:8]2[N:9]([CH:11]=[CH:12][C:13](=[O:30])[C:14]=2[C:15]2[CH:20]=[C:19]([C:21]([N:23]3[CH2:24][CH2:25][CH2:26][CH2:27]3)=[O:22])[CH:18]=[CH:17][C:16]=2[CH2:28][CH3:29])[N:10]=1. (8) Given the reactants [F:1][C:2]1[CH:7]=[CH:6][CH:5]=[CH:4][C:3]=1[S:8]([N:11]1[C:19]2[C:14](=[C:15]([OH:20])[CH:16]=[CH:17][CH:18]=2)[CH:13]=[CH:12]1)(=[O:10])=[O:9].[C:21](#[N:23])[CH3:22].C(=O)([O-])[O-].[K+].[K+].ICC#N, predict the reaction product. The product is: [F:1][C:2]1[CH:7]=[CH:6][CH:5]=[CH:4][C:3]=1[S:8]([N:11]1[C:19]2[C:14](=[C:15]([O:20][CH2:22][C:21]#[N:23])[CH:16]=[CH:17][CH:18]=2)[CH:13]=[CH:12]1)(=[O:9])=[O:10].